From a dataset of Reaction yield outcomes from USPTO patents with 853,638 reactions. Predict the reaction yield, written as a fraction of the theoretical maximum amount of product (1.0 means a 100% yield; for example, 0.34 means a 34% yield). (1) The reactants are C(NC1C=CC(C2C=C3C(CN([C@@H](C(C)C)C(O)=O)C3=O)=CC=2)=CC=1)(=O)C1C=CC=CC=1.[Cl:33][C:34]1[CH:66]=[CH:65][C:37]([C:38]([NH:40][C:41]2[CH:46]=[CH:45][C:44]([C:47]3[CH:55]=[C:54]4[C:50]([CH2:51][N:52]([C:57]5([C:61]([O:63]C)=[O:62])[CH2:60][CH2:59][CH2:58]5)[C:53]4=[O:56])=[CH:49][CH:48]=3)=[CH:43][CH:42]=2)=[O:39])=[CH:36][CH:35]=1. No catalyst specified. The product is [Cl:33][C:34]1[CH:66]=[CH:65][C:37]([C:38]([NH:40][C:41]2[CH:46]=[CH:45][C:44]([C:47]3[CH:55]=[C:54]4[C:50]([CH2:51][N:52]([C:57]5([C:61]([OH:63])=[O:62])[CH2:58][CH2:59][CH2:60]5)[C:53]4=[O:56])=[CH:49][CH:48]=3)=[CH:43][CH:42]=2)=[O:39])=[CH:36][CH:35]=1. The yield is 0.930. (2) The reactants are [CH3:1][N:2]1[CH2:7][CH2:6][N:5]([C:8]2[CH:9]=[CH:10][C:11]([N+:15]([O-])=O)=[C:12]([CH:14]=2)[NH2:13])[CH2:4][CH2:3]1.Cl.C(O[C:22](=N)[CH2:23][C:24]([O:26][CH2:27][CH3:28])=[O:25])C.Cl.[OH-].[Na+]. No catalyst specified. The product is [CH2:27]([O:26][C:24](=[O:25])[CH2:23][C:22]1[NH:13][C:12]2[CH:14]=[C:8]([N:5]3[CH2:6][CH2:7][N:2]([CH3:1])[CH2:3][CH2:4]3)[CH:9]=[CH:10][C:11]=2[N:15]=1)[CH3:28]. The yield is 0.741. (3) The reactants are [O:1]=[C:2]1[CH:7]=[CH:6][N:5]([C:8]2[CH:13]=[CH:12][CH:11]=[C:10]([C:14]([F:17])([F:16])[F:15])[CH:9]=2)[N:4]=[C:3]1[CH:18]=O.N.[CH2:21]=[N:22][CH:23](S(C1C=CC(C)=CC=1)(=O)=O)[C:24]1[CH:29]=[CH:28][CH:27]=[CH:26][CH:25]=1.[NH:40]1CCNCC1. The catalyst is C1COCC1.O.C([O-])(O)=O.[Na+]. The product is [C:24]1([C:23]2[N:22]=[CH:21][NH:40][C:18]=2[C:3]2[C:2](=[O:1])[CH:7]=[CH:6][N:5]([C:8]3[CH:13]=[CH:12][CH:11]=[C:10]([C:14]([F:17])([F:16])[F:15])[CH:9]=3)[N:4]=2)[CH:29]=[CH:28][CH:27]=[CH:26][CH:25]=1. The yield is 0.470. (4) The reactants are [F:1][C:2]([F:15])([F:14])[C:3]1[CH:8]=[CH:7][C:6]([C@@H:9]2[O:11][C@H:10]2[CH2:12][OH:13])=[CH:5][CH:4]=1.Cl([O-])(=O)(=O)=O.[Li+].[N-:22]=[N+:23]=[N-:24].[Na+]. The catalyst is C(#N)C. The product is [N:22]([C@H:9]([C:6]1[CH:7]=[CH:8][C:3]([C:2]([F:15])([F:14])[F:1])=[CH:4][CH:5]=1)[C@@H:10]([OH:11])[CH2:12][OH:13])=[N+:23]=[N-:24]. The yield is 0.810. (5) The reactants are [CH2:1]([N:8]1[C:13](=[O:14])[C:12]2=[CH:15][CH:16]=[CH:17][N:11]2[N:10]=[C:9]1[CH:18]([NH:21][CH:22]1[CH2:27][CH2:26][CH2:25][CH2:24][CH2:23]1)[CH2:19][CH3:20])[C:2]1[CH:7]=[CH:6][CH:5]=[CH:4][CH:3]=1.[C:28]1([CH3:37])[CH:33]=[CH:32][C:31]([C:34](Cl)=[O:35])=[CH:30][CH:29]=1.C(N(CC)CC)C. The yield is 0.158. The catalyst is C(Cl)(Cl)Cl. The product is [CH2:1]([N:8]1[C:13](=[O:14])[C:12]2=[CH:15][CH:16]=[CH:17][N:11]2[N:10]=[C:9]1[CH:18]([N:21]([CH:22]1[CH2:27][CH2:26][CH2:25][CH2:24][CH2:23]1)[C:34](=[O:35])[C:31]1[CH:32]=[CH:33][C:28]([CH3:37])=[CH:29][CH:30]=1)[CH2:19][CH3:20])[C:2]1[CH:3]=[CH:4][CH:5]=[CH:6][CH:7]=1. (6) The reactants are Br[C:2]1[C:3]([O:8][CH:9]2[CH2:14][CH2:13][N:12]([C:15]([O:17][C:18]([CH3:21])([CH3:20])[CH3:19])=[O:16])[CH2:11][CH2:10]2)=[N:4][CH:5]=[CH:6][CH:7]=1.[NH:22]1[CH2:27][CH2:26][O:25][CH2:24][CH2:23]1.CC(C)([O-])C.[Na+]. The catalyst is C1C=CC(/C=C/C(/C=C/C2C=CC=CC=2)=O)=CC=1.C1C=CC(/C=C/C(/C=C/C2C=CC=CC=2)=O)=CC=1.C1C=CC(/C=C/C(/C=C/C2C=CC=CC=2)=O)=CC=1.[Pd].[Pd].C1(P(C2C=CC=CC=2)C2C=CC3C(=CC=CC=3)C=2C2C3C(=CC=CC=3)C=CC=2P(C2C=CC=CC=2)C2C=CC=CC=2)C=CC=CC=1. The product is [O:25]1[CH2:26][CH2:27][N:22]([C:2]2[C:3]([O:8][CH:9]3[CH2:14][CH2:13][N:12]([C:15]([O:17][C:18]([CH3:21])([CH3:20])[CH3:19])=[O:16])[CH2:11][CH2:10]3)=[N:4][CH:5]=[CH:6][CH:7]=2)[CH2:23][CH2:24]1. The yield is 0.700. (7) The reactants are [ClH:1].CC(C1C=C(C=C(C(C)(C)C)C=1O)C(N[C:12]1[CH:17]=[CH:16][C:15]([NH:18][C:19]([C:21]2[S:22][CH:23]=[CH:24][CH:25]=2)=[NH:20])=[CH:14][CH:13]=1)=O)(C)C.NC1C=CC([C:41]([NH:43][NH:44][C:45]([NH:47][C:48]2[CH:53]=[C:52]([C:54]([CH3:57])([CH3:56])[CH3:55])[C:51]([OH:58])=[C:50]([C:59]([CH3:62])([CH3:61])[CH3:60])[CH:49]=2)=[O:46])=[O:42])=CC=1.CC(C1C=C(C=C(C(C)(C)C)C=1O)C(NC1C=CC(N)=CC=1)=O)(C)C. No catalyst specified. The product is [ClH:1].[CH3:57][C:54]([C:52]1[CH:53]=[C:48]([NH:47][C:45]([NH:44][NH:43][C:41]([C:12]2[CH:17]=[CH:16][C:15]([NH:18][C:19]([C:21]3[S:22][CH:23]=[CH:24][CH:25]=3)=[NH:20])=[CH:14][CH:13]=2)=[O:42])=[O:46])[CH:49]=[C:50]([C:59]([CH3:60])([CH3:61])[CH3:62])[C:51]=1[OH:58])([CH3:55])[CH3:56]. The yield is 0.580. (8) The reactants are Cl[C:2]1[N:7]=[N:6][C:5]([O:8][CH2:9][CH2:10][C:11]2[CH:16]=[CH:15][C:14]([Cl:17])=[CH:13][CH:12]=2)=[C:4]([C:18]([O:20][CH3:21])=[O:19])[CH:3]=1.C([Si]([O:29][C:30]1[C:35]([Cl:36])=[CH:34][C:33](B2OC(C)(C)C(C)(C)O2)=[CH:32][C:31]=1[Cl:46])(C)C)(C)(C)C.[F-].[Cs+].CC(O)=O. The catalyst is COCCOC.ClCCl. The product is [Cl:17][C:14]1[CH:15]=[CH:16][C:11]([CH2:10][CH2:9][O:8][C:5]2[N:6]=[N:7][C:2]([C:33]3[CH:34]=[C:35]([Cl:36])[C:30]([OH:29])=[C:31]([Cl:46])[CH:32]=3)=[CH:3][C:4]=2[C:18]([O:20][CH3:21])=[O:19])=[CH:12][CH:13]=1. The yield is 0.720. (9) The reactants are [OH:1][C:2]1([C:5]([N:7]2[CH2:12][CH2:11][N:10]([C:13]([C:15]3[CH:20]=[CH:19][C:18]([C:21]4[CH:26]=[CH:25][CH:24]=[C:23]([C:27]5[CH:31]=[C:30]([NH:32]C(=O)OC(C)(C)C)[NH:29][N:28]=5)[CH:22]=4)=[CH:17][CH:16]=3)=[O:14])[CH2:9][CH2:8]2)=[O:6])[CH2:4][CH2:3]1.Cl. The catalyst is ClCCl. The product is [NH2:32][C:30]1[NH:29][N:28]=[C:27]([C:23]2[CH:22]=[C:21]([C:18]3[CH:17]=[CH:16][C:15]([C:13]([N:10]4[CH2:11][CH2:12][N:7]([C:5]([C:2]5([OH:1])[CH2:3][CH2:4]5)=[O:6])[CH2:8][CH2:9]4)=[O:14])=[CH:20][CH:19]=3)[CH:26]=[CH:25][CH:24]=2)[CH:31]=1. The yield is 0.320. (10) The reactants are Br[C:2]1[CH:3]=[C:4]([NH:10][C:11]2[CH:19]=[C:14]3[CH2:15][O:16][CH2:17][CH2:18][N:13]3[N:12]=2)[C:5](=[O:9])[N:6]([CH3:8])[CH:7]=1.[B:20]1([B:20]2[O:24][C:23]([CH3:26])([CH3:25])[C:22]([CH3:28])([CH3:27])[O:21]2)[O:24][C:23]([CH3:26])([CH3:25])[C:22]([CH3:28])([CH3:27])[O:21]1.C([O-])(=O)C.[K+]. The catalyst is C1C=CC(P(C2C=CC=CC=2)[C-]2C=CC=C2)=CC=1.C1C=CC(P(C2C=CC=CC=2)[C-]2C=CC=C2)=CC=1.Cl[Pd]Cl.[Fe+2].O1CCOCC1. The product is [N:12]1[N:13]2[C:14]([CH2:15][O:16][CH2:17][CH2:18]2)=[CH:19][C:11]=1[NH:10][C:4]1[C:5](=[O:9])[N:6]([CH3:8])[CH:7]=[C:2]([B:20]2[O:24][C:23]([CH3:26])([CH3:25])[C:22]([CH3:28])([CH3:27])[O:21]2)[CH:3]=1. The yield is 0.300.